From a dataset of Catalyst prediction with 721,799 reactions and 888 catalyst types from USPTO. Predict which catalyst facilitates the given reaction. (1) Reactant: [CH2:1]1[CH2:12][C:11]2[C:6](=[CH:7][CH:8]=[CH:9][CH:10]=2)[C:4](=[O:5])[CH2:3][CH2:2]1.[BH4-].[Na+].[Cl-].[NH4+]. Product: [CH:10]1[C:11]2[CH2:12][CH2:1][CH2:2][CH2:3][CH:4]([OH:5])[C:6]=2[CH:7]=[CH:8][CH:9]=1. The catalyst class is: 8. (2) Reactant: FC(F)(F)C([NH:5][CH2:6][CH2:7][C:8]1([OH:26])[CH2:13][CH2:12][N:11]([C:14]2[C:23]3[C:18](=[CH:19][CH:20]=[C:21]([O:24][CH3:25])[N:22]=3)[N:17]=[CH:16][CH:15]=2)[CH2:10][CH2:9]1)=O.C(=O)([O-])[O-].[K+].[K+]. Product: [NH2:5][CH2:6][CH2:7][C:8]1([OH:26])[CH2:13][CH2:12][N:11]([C:14]2[C:23]3[C:18](=[CH:19][CH:20]=[C:21]([O:24][CH3:25])[N:22]=3)[N:17]=[CH:16][CH:15]=2)[CH2:10][CH2:9]1. The catalyst class is: 24. (3) Reactant: [NH2:1][C@@H:2]1[CH2:7][CH2:6][N:5]([C:8]2[C:9]([Cl:31])=[C:10]([NH:16][C:17]3[N:22]=[C:21]([NH:23][CH2:24][CH3:25])[C:20]4=[N:26][CH:27]=[C:28]([C:29]#[N:30])[N:19]4[N:18]=3)[CH:11]=[C:12]([C:14]#[N:15])[CH:13]=2)[CH2:4][C@H:3]1[OH:32].CCN(C(C)C)C(C)C.[C:42](Cl)(=[O:63])[O:43][CH2:44][CH2:45][O:46][CH2:47][CH2:48][O:49][CH2:50][CH2:51][O:52][CH2:53][CH2:54][O:55][CH2:56][CH2:57][O:58][CH2:59][CH2:60][O:61][CH3:62]. Product: [CH3:62][O:61][CH2:60][CH2:59][O:58][CH2:57][CH2:56][O:55][CH2:54][CH2:53][O:52][CH2:51][CH2:50][O:49][CH2:48][CH2:47][O:46][CH2:45][CH2:44][O:43][C:42](=[O:63])[NH:1][C@@H:2]1[CH2:7][CH2:6][N:5]([C:8]2[CH:13]=[C:12]([C:14]#[N:15])[CH:11]=[C:10]([NH:16][C:17]3[N:22]=[C:21]([NH:23][CH2:24][CH3:25])[C:20]4=[N:26][CH:27]=[C:28]([C:29]#[N:30])[N:19]4[N:18]=3)[C:9]=2[Cl:31])[CH2:4][C@H:3]1[OH:32]. The catalyst class is: 5. (4) Reactant: [CH3:1][O:2][C:3](=[O:20])[CH:4]([C:9]1[CH:14]=[CH:13][CH:12]=[C:11]([CH2:15][C:16]([O:18][CH3:19])=[O:17])[CH:10]=1)[C:5]([O:7][CH3:8])=[O:6].[CH3:21]C(C)([O-])C.[K+].IC. Product: [CH3:8][O:7][C:5](=[O:6])[C:4]([C:9]1[CH:14]=[CH:13][CH:12]=[C:11]([CH2:15][C:16]([O:18][CH3:19])=[O:17])[CH:10]=1)([CH3:21])[C:3]([O:2][CH3:1])=[O:20]. The catalyst class is: 3. (5) Reactant: C(O[C:6](=[O:27])[C@@H:7]([NH:16][C:17]([O:19][CH2:20][C:21]1[CH:26]=[CH:25][CH:24]=[CH:23][CH:22]=1)=[O:18])[CH2:8][CH2:9][CH2:10][CH2:11][CH2:12][C:13]([OH:15])=[O:14])(C)(C)C.[NH2:28][C:29]1[CH:30]=[C:31]2[C:36](=[CH:37][CH:38]=1)[N:35]=[CH:34][CH:33]=[CH:32]2.CCN=C=N[CH2:44][CH2:45][CH2:46]N(C)C.[C:50](OCC)(=O)C. Product: [C:45]([O:15][C:13](=[O:14])[CH2:12][CH2:11][CH2:10][CH2:9][CH2:8][C@H:7]([NH:16][C:17]([O:19][CH2:20][C:21]1[CH:22]=[CH:23][CH:24]=[CH:25][CH:26]=1)=[O:18])[C:6](=[O:27])[NH:28][C:29]1[CH:30]=[C:31]2[C:36](=[CH:37][CH:38]=1)[N:35]=[CH:34][CH:33]=[CH:32]2)([CH3:46])([CH3:50])[CH3:44]. The catalyst class is: 23. (6) The catalyst class is: 40. Product: [CH3:1][C:2]1[CH:9]=[CH:8][C:5]([CH:6]=[N:11][OH:12])=[CH:4][CH:3]=1. Reactant: [CH3:1][C:2]1[CH:9]=[CH:8][C:5]([CH:6]=O)=[CH:4][CH:3]=1.Cl.[NH2:11][OH:12].C([O-])(=O)C.[Na+]. (7) Reactant: [C:1]1([C:7]2[O:8][C:9]3[CH:15]=[C:14]([CH2:16][C:17](OCC)=[O:18])[CH:13]=[CH:12][C:10]=3[N:11]=2)[CH:6]=[CH:5][CH:4]=[CH:3][CH:2]=1.[H-].[H-].[H-].[H-].[Li+].[Al+3].O.[OH-].[Na+]. Product: [C:1]1([C:7]2[O:8][C:9]3[CH:15]=[C:14]([CH2:16][CH2:17][OH:18])[CH:13]=[CH:12][C:10]=3[N:11]=2)[CH:6]=[CH:5][CH:4]=[CH:3][CH:2]=1. The catalyst class is: 1. (8) Reactant: S(C)C.[CH2:4]([Mg]Br)[CH3:5].[B-](F)(F)(F)[O+](C)C.[Cl:15][C:16]1[CH:21]=[CH:20][C:19]([S:22]([N:25]2[CH:30]=[CH:29][C:28](=[O:31])[CH2:27][CH:26]2[C:32]([O:34][CH2:35][CH3:36])=[O:33])(=[O:24])=[O:23])=[CH:18][CH:17]=1. Product: [Cl:15][C:16]1[CH:21]=[CH:20][C:19]([S:22]([N:25]2[CH:30]([CH2:4][CH3:5])[CH2:29][C:28](=[O:31])[CH2:27][CH:26]2[C:32]([O:34][CH2:35][CH3:36])=[O:33])(=[O:23])=[O:24])=[CH:18][CH:17]=1. The catalyst class is: 1. (9) Reactant: [NH2:1][C:2]1[CH:3]=[CH:4][C:5]([Cl:11])=[C:6]([CH:10]=1)[C:7]([OH:9])=[O:8].[Cl:12][C:13]1[C:18]([Cl:19])=[CH:17][CH:16]=[CH:15][C:14]=1[N:20]=[C:21]=[O:22]. Product: [Cl:11][C:5]1[CH:4]=[CH:3][C:2]([NH:1][C:21]([NH:20][C:14]2[CH:15]=[CH:16][CH:17]=[C:18]([Cl:19])[C:13]=2[Cl:12])=[O:22])=[CH:10][C:6]=1[C:7]([OH:9])=[O:8]. The catalyst class is: 3. (10) Reactant: [Br:1][C:2]1[CH:10]=[CH:9][C:5]([C:6]([OH:8])=O)=[CH:4][C:3]=1[O:11][CH2:12][CH3:13].C[N:15]([CH:17]=O)[CH3:16].C(Cl)(=O)[C:20](Cl)=[O:21]. Product: [Br:1][C:2]1[CH:10]=[CH:9][C:5]([C:6]([N:15]([CH2:17][CH2:20][OH:21])[CH3:16])=[O:8])=[CH:4][C:3]=1[O:11][CH2:12][CH3:13]. The catalyst class is: 4.